This data is from Forward reaction prediction with 1.9M reactions from USPTO patents (1976-2016). The task is: Predict the product of the given reaction. (1) Given the reactants [NH:1]1[C:9]2[C:4](=[CH:5][C:6]([CH:10]=[O:11])=[CH:7][CH:8]=2)[CH:3]=[N:2]1.Br[CH2:13][C:14]1[CH:19]=[CH:18][C:17]([F:20])=[CH:16][C:15]=1[C:21]([F:24])([F:23])[F:22], predict the reaction product. The product is: [F:20][C:17]1[CH:18]=[CH:19][C:14]([CH2:13][N:1]2[C:9]3[C:4](=[CH:5][C:6]([CH:10]=[O:11])=[CH:7][CH:8]=3)[CH:3]=[N:2]2)=[C:15]([C:21]([F:22])([F:23])[F:24])[CH:16]=1. (2) Given the reactants [Cl:1][C:2]1[C:7]([Cl:8])=[CH:6][CH:5]=[CH:4][C:3]=1[C:9]1([OH:15])[CH2:14][CH2:13][NH:12][CH2:11][CH2:10]1.C(=O)([O-])[O-].[K+].[K+].Br[CH2:23][CH2:24][O:25][CH3:26].Cl, predict the reaction product. The product is: [Cl:1][C:2]1[C:7]([Cl:8])=[CH:6][CH:5]=[CH:4][C:3]=1[C:9]1([OH:15])[CH2:14][CH2:13][N:12]([CH2:23][CH2:24][O:25][CH3:26])[CH2:11][CH2:10]1.